From a dataset of Forward reaction prediction with 1.9M reactions from USPTO patents (1976-2016). Predict the product of the given reaction. (1) The product is: [Cl:16][C:13]1[CH:14]=[CH:15][C:10]([C:7]([CH3:9])([CH3:8])[CH2:6][C:5]([OH:20])([C:21]([F:24])([F:23])[F:22])[CH:4]=[O:3])=[C:11]([O:18][CH3:19])[C:12]=1[F:17]. Given the reactants C([O:3][C:4](=O)[C:5]([C:21]([F:24])([F:23])[F:22])([OH:20])[CH2:6][C:7]([C:10]1[CH:15]=[CH:14][C:13]([Cl:16])=[C:12]([F:17])[C:11]=1[O:18][CH3:19])([CH3:9])[CH3:8])C.[H-].[H-].[H-].[H-].[Li+].[Al+3].C([O-])(O)=O.[Na+], predict the reaction product. (2) The product is: [CH2:1]([C:5]1[N:6]=[C:7]([CH2:27][CH3:28])[N:8]([C:34]2[CH:35]=[CH:36][C:31]([O:30][CH3:29])=[CH:32][CH:33]=2)[C:9](=[O:26])[C:10]=1[CH2:11][C:12]1[CH:17]=[CH:16][C:15]([C:18]2[C:19]([C:24]#[N:25])=[CH:20][CH:21]=[CH:22][CH:23]=2)=[CH:14][CH:13]=1)[CH2:2][CH2:3][CH3:4]. Given the reactants [CH2:1]([C:5]1[N:6]=[C:7]([CH2:27][CH3:28])[NH:8][C:9](=[O:26])[C:10]=1[CH2:11][C:12]1[CH:17]=[CH:16][C:15]([C:18]2[C:19]([C:24]#[N:25])=[CH:20][CH:21]=[CH:22][CH:23]=2)=[CH:14][CH:13]=1)[CH2:2][CH2:3][CH3:4].[CH3:29][O:30][C:31]1[CH:36]=[CH:35][C:34](B(O)O)=[CH:33][CH:32]=1.N1C=CC=CC=1.C(N(CC)CC)C, predict the reaction product. (3) Given the reactants [CH3:1][O:2][C:3]1[C:7]2[C:8](=[O:25])[N:9]([CH2:16][C:17](=[O:24])[C:18]3[CH:23]=[CH:22][CH:21]=[CH:20][CH:19]=3)[C:10]3[CH:11]=[CH:12][CH:13]=[CH:14][C:15]=3[C:6]=2[S:5][C:4]=1[C:26]([N:28]([CH3:39])[CH2:29][CH2:30][NH:31]C(=O)OC(C)(C)C)=[O:27].C(OC(=O)C)C.[ClH:46], predict the reaction product. The product is: [ClH:46].[NH2:31][CH2:30][CH2:29][N:28]([CH3:39])[C:26]([C:4]1[S:5][C:6]2[C:15]3[CH:14]=[CH:13][CH:12]=[CH:11][C:10]=3[N:9]([CH2:16][C:17](=[O:24])[C:18]3[CH:19]=[CH:20][CH:21]=[CH:22][CH:23]=3)[C:8](=[O:25])[C:7]=2[C:3]=1[O:2][CH3:1])=[O:27].